This data is from Peptide-MHC class I binding affinity with 185,985 pairs from IEDB/IMGT. The task is: Regression. Given a peptide amino acid sequence and an MHC pseudo amino acid sequence, predict their binding affinity value. This is MHC class I binding data. (1) The peptide sequence is DWTDGSRGYR. The MHC is HLA-A11:01 with pseudo-sequence HLA-A11:01. The binding affinity (normalized) is 0. (2) The peptide sequence is REMGIVDLL. The MHC is HLA-B08:02 with pseudo-sequence HLA-B08:02. The binding affinity (normalized) is 0.0847. (3) The peptide sequence is TYLYNKYSF. The MHC is HLA-B15:09 with pseudo-sequence HLA-B15:09. The binding affinity (normalized) is 0.0847.